This data is from Reaction yield outcomes from USPTO patents with 853,638 reactions. The task is: Predict the reaction yield, written as a fraction of the theoretical maximum amount of product (1.0 means a 100% yield; for example, 0.34 means a 34% yield). (1) The reactants are CCN(C(C)C)C(C)C.[O:10]=[C:11]1[C:20]2[C:15](=[C:16]([C:21](Cl)=[O:22])[CH:17]=[CH:18][CH:19]=2)[O:14][C:13]([C:24]2[CH:29]=[CH:28][CH:27]=[C:26]([C:30]([F:33])([F:32])[F:31])[CH:25]=2)=[CH:12]1.Cl.[N:35]1([CH2:40][C:41]2[N:46]=[C:45]([NH2:47])[CH:44]=[CH:43][CH:42]=2)[CH2:39][CH2:38][CH2:37][CH2:36]1.O. The catalyst is CC#N. The product is [O:10]=[C:11]1[C:20]2[C:15](=[C:16]([C:21]([NH:47][C:45]3[CH:44]=[CH:43][CH:42]=[C:41]([CH2:40][N:35]4[CH2:39][CH2:38][CH2:37][CH2:36]4)[N:46]=3)=[O:22])[CH:17]=[CH:18][CH:19]=2)[O:14][C:13]([C:24]2[CH:29]=[CH:28][CH:27]=[C:26]([C:30]([F:33])([F:32])[F:31])[CH:25]=2)=[CH:12]1. The yield is 0.400. (2) The reactants are [Cl:1][CH2:2][CH2:3][C:4]1[NH:8][C:7]2[CH:9]=[CH:10][CH:11]=[CH:12][C:6]=2[N:5]=1.C(N(CC)C(C)C)(C)C.[C:22](O[C:22]([O:24][C:25]([CH3:28])([CH3:27])[CH3:26])=[O:23])([O:24][C:25]([CH3:28])([CH3:27])[CH3:26])=[O:23]. The catalyst is CN(C=O)C. The product is [C:25]([O:24][C:22]([N:8]1[C:7]2[CH:9]=[CH:10][CH:11]=[CH:12][C:6]=2[N:5]=[C:4]1[CH2:3][CH2:2][Cl:1])=[O:23])([CH3:28])([CH3:27])[CH3:26]. The yield is 0.570. (3) The reactants are CN(C(ON1N=NC2C=CC=NC1=2)=[N+](C)C)C.F[P-](F)(F)(F)(F)F.[CH2:25]([O:27][C:28]([CH:30]1[CH2:34][CH2:33][CH:32]([CH2:35][N:36]([CH2:41][C:42]([OH:44])=O)[C:37]([O:39][CH3:40])=[O:38])[NH:31]1)=[O:29])[CH3:26].CN1CCOCC1. The catalyst is CN(C)C=O. The product is [CH3:40][O:39][C:37]([N:36]1[CH2:41][C:42](=[O:44])[N:31]2[CH:30]([C:28]([O:27][CH2:25][CH3:26])=[O:29])[CH2:34][CH2:33][CH:32]2[CH2:35]1)=[O:38]. The yield is 0.760. (4) The reactants are [Br:1][C:2]1[CH:7]=[C:6]([F:8])[CH:5]=[CH:4][C:3]=1[CH:9]1[N:14]=[C:13]([C:15]2[S:16][CH:17]=[CH:18][N:19]=2)[NH:12][C:11]([CH2:20][N:21]2[CH2:26][CH2:25][O:24][CH:23]([C:27]([OH:29])=O)[CH2:22]2)=[C:10]1[C:30]([O:32][CH2:33][CH3:34])=[O:31].[NH2:35][CH2:36][CH2:37][OH:38]. No catalyst specified. The product is [Br:1][C:2]1[CH:7]=[C:6]([F:8])[CH:5]=[CH:4][C:3]=1[CH:9]1[C:10]([C:30]([O:32][CH2:33][CH3:34])=[O:31])=[C:11]([CH2:20][N:21]2[CH2:26][CH2:25][O:24][CH:23]([C:27](=[O:29])[NH:35][CH2:36][CH2:37][OH:38])[CH2:22]2)[NH:12][C:13]([C:15]2[S:16][CH:17]=[CH:18][N:19]=2)=[N:14]1. The yield is 0.600. (5) The reactants are [Br:1][C:2]1[C:3](=[O:14])[CH2:4][CH2:5][CH2:6][C:7]=1[CH2:8][CH2:9][CH2:10][CH2:11][O:12][CH3:13].[B]1OC2C(=CC=CC=2)O1.[OH-].[Na+]. The catalyst is C1(C)C=CC=CC=1. The product is [Br:1][C:2]1[CH:3]([OH:14])[CH2:4][CH2:5][CH2:6][C:7]=1[CH2:8][CH2:9][CH2:10][CH2:11][O:12][CH3:13]. The yield is 0.970. (6) The reactants are [CH2:1]([O:3][C:4](=[O:13])[CH:5]=[C:6]1[CH2:10][C@@H:9]([CH3:11])[C@H:8]([CH3:12])[CH2:7]1)[CH3:2].[N+:14]([CH3:17])([O-:16])=[O:15].[F-].C([N+](CCCC)(CCCC)CCCC)CCC. The catalyst is O1CCCC1.C(OCC)(=O)C. The product is [CH2:1]([O:3][C:4](=[O:13])[CH2:5][C:6]1([CH2:17][N+:14]([O-:16])=[O:15])[CH2:7][C@@H:8]([CH3:12])[C@H:9]([CH3:11])[CH2:10]1)[CH3:2]. The yield is 0.290.